Predict which catalyst facilitates the given reaction. From a dataset of Catalyst prediction with 721,799 reactions and 888 catalyst types from USPTO. (1) Reactant: [Cl-].[In+3].[Cl-].[Cl-].FC(F)(F)C(O)=O.[CH3:12][S:13]([CH2:16][C:17]1[CH:18]=[CH:19][CH:20]=[C:21]2[C:25]=1[NH:24][CH:23]=[CH:22]2)(=[O:15])=[O:14].[Cl:26][C:27]1[CH:32]=[C:31]([CH3:33])[CH:30]=[CH:29][C:28]=1[CH:34]([CH:36]1[CH2:38][CH2:37]1)O. Product: [Cl:26][C:27]1[CH:32]=[C:31]([CH3:33])[CH:30]=[CH:29][C:28]=1[CH:34]([CH:36]1[CH2:38][CH2:37]1)[C:22]1[C:21]2[C:25](=[C:17]([CH2:16][S:13]([CH3:12])(=[O:15])=[O:14])[CH:18]=[CH:19][CH:20]=2)[NH:24][CH:23]=1. The catalyst class is: 4. (2) Reactant: [CH2:1](/[C:3](/[C:11]1[CH:16]=[CH:15][C:14]([C:17]([C:22]2[CH:27]=[CH:26][C:25]([O:28]C(=O)C(C)(C)C)=[C:24]([CH3:35])[CH:23]=2)([CH2:20][CH3:21])[CH2:18][CH3:19])=[CH:13][C:12]=1[CH3:36])=[CH:4]\[C:5]([CH2:9][CH3:10])([OH:8])[CH2:6][CH3:7])[CH3:2].[OH-].[K+].[NH4+].[Cl-]. Product: [CH2:1](/[C:3](/[C:11]1[CH:16]=[CH:15][C:14]([C:17]([C:22]2[CH:27]=[CH:26][C:25]([OH:28])=[C:24]([CH3:35])[CH:23]=2)([CH2:18][CH3:19])[CH2:20][CH3:21])=[CH:13][C:12]=1[CH3:36])=[CH:4]\[C:5]([CH2:9][CH3:10])([OH:8])[CH2:6][CH3:7])[CH3:2]. The catalyst class is: 5.